From a dataset of Peptide-MHC class II binding affinity with 134,281 pairs from IEDB. Regression. Given a peptide amino acid sequence and an MHC pseudo amino acid sequence, predict their binding affinity value. This is MHC class II binding data. (1) The peptide sequence is NLWKMKTGRRGSANG. The MHC is DRB3_0202 with pseudo-sequence DRB3_0202. The binding affinity (normalized) is 0.310. (2) The peptide sequence is KLVLNIKYTRPGDSL. The MHC is DRB5_0101 with pseudo-sequence DRB5_0101. The binding affinity (normalized) is 0.288.